From a dataset of NCI-60 drug combinations with 297,098 pairs across 59 cell lines. Regression. Given two drug SMILES strings and cell line genomic features, predict the synergy score measuring deviation from expected non-interaction effect. (1) Cell line: T-47D. Drug 1: C(CC(=O)O)C(=O)CN.Cl. Drug 2: CN(C(=O)NC(C=O)C(C(C(CO)O)O)O)N=O. Synergy scores: CSS=-1.10, Synergy_ZIP=2.70, Synergy_Bliss=5.91, Synergy_Loewe=2.69, Synergy_HSA=1.19. (2) Synergy scores: CSS=18.2, Synergy_ZIP=-4.42, Synergy_Bliss=3.27, Synergy_Loewe=1.73, Synergy_HSA=2.38. Drug 2: CC1C(C(CC(O1)OC2CC(CC3=C2C(=C4C(=C3O)C(=O)C5=C(C4=O)C(=CC=C5)OC)O)(C(=O)C)O)N)O.Cl. Cell line: MDA-MB-435. Drug 1: C1=CC(=CC=C1CCC2=CNC3=C2C(=O)NC(=N3)N)C(=O)NC(CCC(=O)O)C(=O)O. (3) Cell line: SF-268. Synergy scores: CSS=22.9, Synergy_ZIP=3.15, Synergy_Bliss=2.29, Synergy_Loewe=-19.1, Synergy_HSA=-1.10. Drug 1: CCCCC(=O)OCC(=O)C1(CC(C2=C(C1)C(=C3C(=C2O)C(=O)C4=C(C3=O)C=CC=C4OC)O)OC5CC(C(C(O5)C)O)NC(=O)C(F)(F)F)O. Drug 2: CC(C)NC(=O)C1=CC=C(C=C1)CNNC.Cl. (4) Synergy scores: CSS=46.5, Synergy_ZIP=-0.686, Synergy_Bliss=-2.50, Synergy_Loewe=-51.6, Synergy_HSA=-5.24. Cell line: DU-145. Drug 2: CN(C)C1=NC(=NC(=N1)N(C)C)N(C)C. Drug 1: COC1=CC(=CC(=C1O)OC)C2C3C(COC3=O)C(C4=CC5=C(C=C24)OCO5)OC6C(C(C7C(O6)COC(O7)C8=CC=CS8)O)O. (5) Drug 1: CCC1=C2CN3C(=CC4=C(C3=O)COC(=O)C4(CC)O)C2=NC5=C1C=C(C=C5)O. Drug 2: CC(C)CN1C=NC2=C1C3=CC=CC=C3N=C2N. Cell line: NCI-H460. Synergy scores: CSS=46.4, Synergy_ZIP=1.31, Synergy_Bliss=1.99, Synergy_Loewe=-31.2, Synergy_HSA=2.30. (6) Drug 1: CC(C)(C#N)C1=CC(=CC(=C1)CN2C=NC=N2)C(C)(C)C#N. Drug 2: C1C(C(OC1N2C=NC3=C2NC=NCC3O)CO)O. Cell line: SK-OV-3. Synergy scores: CSS=-6.71, Synergy_ZIP=0.956, Synergy_Bliss=-3.63, Synergy_Loewe=-2.45, Synergy_HSA=-6.72.